Dataset: Catalyst prediction with 721,799 reactions and 888 catalyst types from USPTO. Task: Predict which catalyst facilitates the given reaction. (1) Reactant: [CH3:1][C:2]1[O:6][N:5]=[C:4]([C:7]2[CH:12]=[CH:11][CH:10]=[CH:9][CH:8]=2)[C:3]=1[C:13]([NH:15][NH2:16])=[O:14].[Cl:17][C:18]1[CH:26]=[CH:25][C:21]([C:22](O)=O)=[CH:20][N:19]=1.[Cl-].ClC1N(C)C=C[N+]=1C.C(N(CC)C(C)C)(C)C. Product: [Cl:17][C:18]1[CH:26]=[CH:25][C:21]([C:22]2[O:14][C:13]([C:3]3[C:4]([C:7]4[CH:12]=[CH:11][CH:10]=[CH:9][CH:8]=4)=[N:5][O:6][C:2]=3[CH3:1])=[N:15][N:16]=2)=[CH:20][N:19]=1. The catalyst class is: 4. (2) Reactant: [C:1]1([CH:7]([OH:26])[CH2:8][NH:9][C:10]2[CH:15]=[CH:14][C:13]([CH2:16][CH2:17][NH:18]C(OC(C)(C)C)=O)=[CH:12][CH:11]=2)[CH:6]=[CH:5][CH:4]=[CH:3][CH:2]=1.C(O)(C(F)(F)F)=O. Product: [C:1]1([CH:7]([OH:26])[CH2:8][NH:9][C:10]2[CH:11]=[CH:12][C:13]([CH2:16][CH2:17][NH2:18])=[CH:14][CH:15]=2)[CH:6]=[CH:5][CH:4]=[CH:3][CH:2]=1. The catalyst class is: 2.